From a dataset of Full USPTO retrosynthesis dataset with 1.9M reactions from patents (1976-2016). Predict the reactants needed to synthesize the given product. (1) Given the product [C:1]([N:4]1[C:13]2[C:8](=[CH:9][CH:10]=[CH:11][CH:12]=2)[C@H:7]([NH:14][C:15]2[CH:20]=[CH:19][CH:18]=[CH:17][C:16]=2[F:21])[CH2:6][C@@H:5]1[CH3:22])(=[O:3])[CH3:2], predict the reactants needed to synthesize it. The reactants are: [C:1]([N:4]1[C:13]2[C:8](=[CH:9][CH:10]=[CH:11][CH:12]=2)[C:7](=[N:14][C:15]2[CH:20]=[CH:19][CH:18]=[CH:17][C:16]=2[F:21])[CH2:6][CH:5]1[CH3:22])(=[O:3])[CH3:2].C([BH3-])#N.[Na+].Cl.C(=O)([O-])O.[Na+]. (2) The reactants are: [Cl:1][C:2]1[CH:3]=[C:4]([C:8]2[C:17]3[C:12](=[CH:13][CH:14]=[C:15]([C:18]([C:26]4[CH:27]=[N:28][CH:29]=[CH:30][CH:31]=4)([C:20]4[CH:21]=[N:22][CH:23]=[CH:24][CH:25]=4)[OH:19])[CH:16]=3)[N:11]=[C:10]([O:32]C)[CH:9]=2)[CH:5]=[CH:6][CH:7]=1.Cl.[CH2:35]1COCC1. Given the product [Cl:1][C:2]1[CH:3]=[C:4]([C:8]2[C:17]3[C:12](=[CH:13][CH:14]=[C:15]([C:18]([OH:19])([C:26]4[CH:27]=[N:28][CH:29]=[CH:30][CH:31]=4)[C:20]4[CH:21]=[N:22][CH:23]=[CH:24][CH:25]=4)[CH:16]=3)[N:11]([CH3:35])[C:10](=[O:32])[CH:9]=2)[CH:5]=[CH:6][CH:7]=1, predict the reactants needed to synthesize it. (3) Given the product [Br:20][C:21]1[CH:26]=[CH:25][C:24]([NH:27][C:6](=[O:8])[CH:5]=[N:2][OH:3])=[C:23]([O:28][CH3:29])[CH:22]=1, predict the reactants needed to synthesize it. The reactants are: Cl.[NH2:2][OH:3].Cl[C:5](Cl)(Cl)[CH:6]([O:8]CC)O.S([O-])([O-])(=O)=O.[Na+].[Na+].[Br:20][C:21]1[CH:26]=[CH:25][C:24]([NH2:27])=[C:23]([O:28][CH3:29])[CH:22]=1. (4) The reactants are: [OH:1][C@@H:2]([CH3:13])[CH2:3][N:4]1[CH:8]=[C:7]([C:9]([OH:11])=O)[N:6]=[C:5]1[CH3:12].[NH2:14][C@@H:15]([CH3:32])[CH2:16][N:17]1[CH:21]=[CH:20][C:19]([C:22]2[CH:29]=[C:28]([F:30])[C:25]([C:26]#[N:27])=[C:24]([Cl:31])[CH:23]=2)=[N:18]1.CN(C=O)C. Given the product [Cl:31][C:24]1[CH:23]=[C:22]([C:19]2[CH:20]=[CH:21][N:17]([CH2:16][C@@H:15]([NH:14][C:9]([C:7]3[N:6]=[C:5]([CH3:12])[N:4]([CH2:3][C@@H:2]([OH:1])[CH3:13])[CH:8]=3)=[O:11])[CH3:32])[N:18]=2)[CH:29]=[C:28]([F:30])[C:25]=1[C:26]#[N:27], predict the reactants needed to synthesize it.